This data is from Forward reaction prediction with 1.9M reactions from USPTO patents (1976-2016). The task is: Predict the product of the given reaction. Given the reactants [OH:1][CH2:2][CH:3]([C:11]1[CH:19]=[CH:18][C:14]([C:15]([OH:17])=O)=[CH:13][CH:12]=1)[O:4][C:5]1[CH:10]=[CH:9][CH:8]=[CH:7][CH:6]=1.ON1C2C=CC=CC=2N=N1.Cl.CN(C)CCCN=C=NCC.C(N(CC)CC)C.[NH2:49][CH2:50][C:51]1[C:52]([OH:59])=[N:53][C:54]([CH3:58])=[CH:55][C:56]=1[CH3:57], predict the reaction product. The product is: [OH:1][CH2:2][CH:3]([C:11]1[CH:12]=[CH:13][C:14]([C:15]([NH:49][CH2:50][C:51]2[C:52]([OH:59])=[N:53][C:54]([CH3:58])=[CH:55][C:56]=2[CH3:57])=[O:17])=[CH:18][CH:19]=1)[O:4][C:5]1[CH:6]=[CH:7][CH:8]=[CH:9][CH:10]=1.